This data is from Reaction yield outcomes from USPTO patents with 853,638 reactions. The task is: Predict the reaction yield, written as a fraction of the theoretical maximum amount of product (1.0 means a 100% yield; for example, 0.34 means a 34% yield). (1) The reactants are [C:1]([N:4]1[C:13]2[C:8](=[CH:9][C:10]([C:14]3[CH2:19][CH2:18][N:17](C(OC(C)(C)C)=O)[CH2:16][CH:15]=3)=[CH:11][CH:12]=2)[C@H:7]([NH:27][C:28]2[CH:33]=[CH:32][CH:31]=[C:30]([CH3:34])[N:29]=2)[C@@H:6]([CH3:35])[C@@H:5]1[CH:36]1[CH2:38][CH2:37]1)(=[O:3])[CH3:2].C(O)(C(F)(F)F)=O. The catalyst is ClCCl. The product is [CH:36]1([C@H:5]2[C@H:6]([CH3:35])[C@@H:7]([NH:27][C:28]3[CH:33]=[CH:32][CH:31]=[C:30]([CH3:34])[N:29]=3)[C:8]3[C:13](=[CH:12][CH:11]=[C:10]([C:14]4[CH2:19][CH2:18][NH:17][CH2:16][CH:15]=4)[CH:9]=3)[N:4]2[C:1](=[O:3])[CH3:2])[CH2:37][CH2:38]1. The yield is 0.0400. (2) The reactants are [F:1][C:2]1[CH:7]=[CH:6][C:5]([C:8](=O)[CH2:9][C:10](=O)[C:11]([O:13][CH2:14][CH3:15])=[O:12])=[CH:4][CH:3]=1.O.[NH2:19][NH2:20]. The catalyst is C(O)C. The product is [F:1][C:2]1[CH:7]=[CH:6][C:5]([C:8]2[CH:9]=[C:10]([C:11]([O:13][CH2:14][CH3:15])=[O:12])[NH:20][N:19]=2)=[CH:4][CH:3]=1. The yield is 0.670. (3) The reactants are [H-].[Na+].[C:3]([O:7][C:8]([N:10]1[CH2:14][CH2:13][CH:12]([CH2:15][CH2:16][CH2:17][OH:18])[CH2:11]1)=[O:9])([CH3:6])([CH3:5])[CH3:4].[CH2:19](Br)[C:20]1[CH:25]=[CH:24][CH:23]=[CH:22][CH:21]=1. The catalyst is C1COCC1.[Br-].C([N+](CCCC)(CCCC)CCCC)CCC. The product is [CH2:19]([O:18][CH2:17][CH2:16][CH2:15][CH:12]1[CH2:13][CH2:14][N:10]([C:8]([O:7][C:3]([CH3:6])([CH3:5])[CH3:4])=[O:9])[CH2:11]1)[C:20]1[CH:25]=[CH:24][CH:23]=[CH:22][CH:21]=1. The yield is 0.870. (4) The reactants are [CH2:1]([O:8][C:9]([NH:11][C@@H:12]([CH:16]1[CH2:18][CH2:17]1)[C:13](O)=[O:14])=[O:10])[C:2]1[CH:7]=[CH:6][CH:5]=[CH:4][CH:3]=1.Cl. The catalyst is C1COCC1. The product is [CH2:1]([O:8][C:9](=[O:10])[NH:11][C@@H:12]([CH:16]1[CH2:18][CH2:17]1)[CH2:13][OH:14])[C:2]1[CH:7]=[CH:6][CH:5]=[CH:4][CH:3]=1. The yield is 0.500. (5) The product is [CH2:24]([O:31][C:32](=[O:39])[NH:33][CH:34]1[CH2:37][CH:36]([N:21]([CH2:20][C@@H:7]2[C@@H:5]3[C@@H:4]([O:3][C:2]([CH3:23])([CH3:1])[O:6]3)[C@H:9]([N:10]3[CH:18]=[N:17][C:16]4[C:11]3=[N:12][CH:13]=[N:14][C:15]=4[NH2:19])[O:8]2)[CH3:22])[CH2:35]1)[C:25]1[CH:30]=[CH:29][CH:28]=[CH:27][CH:26]=1. The yield is 0.290. The catalyst is CO. The reactants are [CH3:1][C:2]1([CH3:23])[O:6][C@@H:5]2[C@@H:7]([CH2:20][NH:21][CH3:22])[O:8][C@@H:9]([N:10]3[CH:18]=[N:17][C:16]4[C:11]3=[N:12][CH:13]=[N:14][C:15]=4[NH2:19])[C@@H:4]2[O:3]1.[CH2:24]([O:31][C:32](=[O:39])[NH:33][CH:34]1[CH2:37][C:36](=O)[CH2:35]1)[C:25]1[CH:30]=[CH:29][CH:28]=[CH:27][CH:26]=1.[BH3-]C#N.[Na+]. (6) The reactants are [CH2:1]([O:8][C:9]1[C:10]([Cl:28])=[C:11]([CH:16](OC)[C:17]2[C:25]3[C:20](=[N:21][CH:22]=[CH:23][CH:24]=3)[NH:19][CH:18]=2)[C:12]([F:15])=[CH:13][CH:14]=1)[C:2]1[CH:7]=[CH:6][CH:5]=[CH:4][CH:3]=1.FC(F)(F)C(O)=O.C([SiH](CC)CC)C. The catalyst is C(#N)C. The product is [CH2:1]([O:8][C:9]1[C:10]([Cl:28])=[C:11]([C:12]([F:15])=[CH:13][CH:14]=1)[CH2:16][C:17]1[C:25]2[C:20](=[N:21][CH:22]=[CH:23][CH:24]=2)[NH:19][CH:18]=1)[C:2]1[CH:3]=[CH:4][CH:5]=[CH:6][CH:7]=1. The yield is 0.700. (7) The product is [Cl:1][C:2]1[CH:18]=[N:17][CH:16]=[CH:15][C:3]=1[C:4]1[N:9]2[CH:10]=[CH:11][C:12]([I:14])=[CH:13][C:8]2=[N:7][N:6]=1. The yield is 0.550. The catalyst is O1CCCC1. The reactants are [Cl:1][C:2]1[CH:18]=[N:17][CH:16]=[CH:15][C:3]=1[C:4]([NH:6][NH:7][C:8]1[CH:13]=[C:12]([I:14])[CH:11]=[CH:10][N:9]=1)=O.C1(P(C2C=CC=CC=2)C2C=CC=CC=2)C=CC=CC=1.C[Si](N=[N+]=[N-])(C)C.N(C(OCC)=O)=NC(OCC)=O.C1(C)C=CC=CC=1. (8) The reactants are [NH2:1][C:2]1[S:3][C:4]2[CH:10]=[C:9]([F:11])[CH:8]=[CH:7][C:5]=2[N:6]=1.[C:12]1([CH3:21])[CH:17]=[CH:16][C:15]([C:18](Cl)=[O:19])=[CH:14][CH:13]=1.Br[CH:23]([CH2:28][CH3:29])[C:24]([O:26]C)=[O:25].NC1SC2C=CC=CC=2N=1.C(Cl)(=O)C1C=CC=CC=1.BrCC(OCC)=O. No catalyst specified. The product is [F:11][C:9]1[CH:8]=[CH:7][C:5]2[N:6]([CH:23]([CH2:28][CH3:29])[C:24]([OH:26])=[O:25])[C:2](=[N:1][C:18](=[O:19])[C:15]3[CH:16]=[CH:17][C:12]([CH3:21])=[CH:13][CH:14]=3)[S:3][C:4]=2[CH:10]=1. The yield is 0.660. (9) The reactants are [CH2:1]([N:8]1[CH:13]=[C:12]([N+:14]([O-])=O)[CH:11]=[CH:10][C:9]1=[O:17])[C:2]1[CH:7]=[CH:6][CH:5]=[CH:4][CH:3]=1.[Sn].C(=O)([O-])[O-].[Na+].[Na+]. The catalyst is Cl.O. The product is [NH2:14][C:12]1[CH:11]=[CH:10][C:9](=[O:17])[N:8]([CH2:1][C:2]2[CH:7]=[CH:6][CH:5]=[CH:4][CH:3]=2)[CH:13]=1. The yield is 0.510. (10) The reactants are [NH2:1][C:2]1[N:7]=[CH:6][N:5]=[C:4]2[N:8]([CH:12]([C:14]3[O:15][C:16]4[C:21]([C:22](=[O:31])[C:23]=3[C:24]3[CH:29]=[CH:28][CH:27]=[C:26]([F:30])[CH:25]=3)=[CH:20][C:19]([F:32])=[CH:18][CH:17]=4)[CH3:13])[N:9]=[C:10](I)[C:3]=12.C([N:40]1[C:48]2[C:43](=[CH:44][CH:45]=[C:46](B3OC(C)(C)C(C)(C)O3)[CH:47]=2)[C:42]([CH3:58])=[N:41]1)(OC(C)(C)C)=O.C(=O)([O-])[O-].[Na+].[Na+].ClCCl. The catalyst is CN(C=O)C.C(O)C.O. The product is [NH2:1][C:2]1[N:7]=[CH:6][N:5]=[C:4]2[N:8]([CH:12]([C:14]3[O:15][C:16]4[C:21]([C:22](=[O:31])[C:23]=3[C:24]3[CH:29]=[CH:28][CH:27]=[C:26]([F:30])[CH:25]=3)=[CH:20][C:19]([F:32])=[CH:18][CH:17]=4)[CH3:13])[N:9]=[C:10]([C:46]3[CH:47]=[C:48]4[C:43]([C:42]([CH3:58])=[N:41][NH:40]4)=[CH:44][CH:45]=3)[C:3]=12. The yield is 0.110.